From a dataset of Peptide-MHC class I binding affinity with 185,985 pairs from IEDB/IMGT. Regression. Given a peptide amino acid sequence and an MHC pseudo amino acid sequence, predict their binding affinity value. This is MHC class I binding data. (1) The MHC is HLA-A24:02 with pseudo-sequence HLA-A24:02. The peptide sequence is TEANAGQFL. The binding affinity (normalized) is 0.0609. (2) The peptide sequence is RIYSHIAPY. The MHC is HLA-A01:01 with pseudo-sequence HLA-A01:01. The binding affinity (normalized) is 0.0847. (3) The MHC is HLA-B27:03 with pseudo-sequence HLA-B27:03. The peptide sequence is NSESGNSRY. The binding affinity (normalized) is 0.0847.